From a dataset of hERG potassium channel inhibition data for cardiac toxicity prediction from Karim et al.. Regression/Classification. Given a drug SMILES string, predict its toxicity properties. Task type varies by dataset: regression for continuous values (e.g., LD50, hERG inhibition percentage) or binary classification for toxic/non-toxic outcomes (e.g., AMES mutagenicity, cardiotoxicity, hepatotoxicity). Dataset: herg_karim. The molecule is N#Cc1ccc(S(=O)(=O)NCCCN2CC3CN(CCCOc4ccc(F)cc4)CC(C2)O3)cc1. The result is 0 (non-blocker).